From a dataset of Experimentally validated miRNA-target interactions with 360,000+ pairs, plus equal number of negative samples. Binary Classification. Given a miRNA mature sequence and a target amino acid sequence, predict their likelihood of interaction. The miRNA is hsa-miR-320e with sequence AAAGCUGGGUUGAGAAGG. The protein sequence of the target gene is MESRMWPALLLSHLLPLWPLLLLPLPPPAQGSSSSPRTPPAPARPPCARGGPSAPRHVCVWERAPPPSRSPRVPRSRRQVLPGTAPPATPSGFEEGPPSSQYPWAIVWGPTVSREDGGDPNSANPGFLDYGFAAPHGLATPHPNSDSMRGDGDGLILGEAPATLRPFLFGGRGEGVDPQLYVTITISIIIVLVATGIIFKFCWDRSQKRRRPSGQQGALRQEESQQPLTDLSPAGVTVLGAFGDSPTPTPDHEEPRGGPRPGMPHPKGAPAFQLNRIPLVNL. Result: 0 (no interaction).